This data is from Forward reaction prediction with 1.9M reactions from USPTO patents (1976-2016). The task is: Predict the product of the given reaction. (1) Given the reactants C(OC([N:8]1[CH2:13][CH2:12][C:11]([C:24]#[N:25])([NH:14][C:15]([C:17]2[CH:18]=[N:19][CH:20]=[C:21]([CH3:23])[CH:22]=2)=[O:16])[CH2:10][CH2:9]1)=O)(C)(C)C.[ClH:26], predict the reaction product. The product is: [ClH:26].[ClH:26].[C:24]([C:11]1([NH:14][C:15](=[O:16])[C:17]2[CH:22]=[C:21]([CH3:23])[CH:20]=[N:19][CH:18]=2)[CH2:12][CH2:13][NH:8][CH2:9][CH2:10]1)#[N:25]. (2) Given the reactants [CH3:1][N:2]1[C:6]2[CH:7]=[C:8]([C:10]([O:12]CC)=[O:11])[S:9][C:5]=2[N:4]=[C:3]1[CH2:15][O:16][CH3:17].[OH-].[Na+], predict the reaction product. The product is: [CH3:1][N:2]1[C:6]2[CH:7]=[C:8]([C:10]([OH:12])=[O:11])[S:9][C:5]=2[N:4]=[C:3]1[CH2:15][O:16][CH3:17]. (3) The product is: [F:1][C:2]1[C:11]2[C:6](=[CH:7][CH:8]=[CH:9][CH:10]=2)[C:5]([CH:12]([C:26]2[CH:31]=[CH:30][C:29]([O:32][CH3:33])=[CH:28][CH:27]=2)[C@@H:13]([C:17]2[CH:25]=[CH:24][C:20]([C:21]([NH:53][CH2:52][CH2:51][C:50]([O:49][CH2:47][CH3:48])=[O:54])=[O:22])=[CH:19][CH:18]=2)[CH2:14][CH2:15][CH3:16])=[CH:4][CH:3]=1. Given the reactants [F:1][C:2]1[C:11]2[C:6](=[CH:7][CH:8]=[CH:9][CH:10]=2)[C:5]([CH:12]([C:26]2[CH:31]=[CH:30][C:29]([O:32][CH3:33])=[CH:28][CH:27]=2)[C@@H:13]([C:17]2[CH:25]=[CH:24][C:20]([C:21](O)=[O:22])=[CH:19][CH:18]=2)[CH2:14][CH2:15][CH3:16])=[CH:4][CH:3]=1.C1N=CN(C(N2C=NC=C2)=O)C=1.Cl.[CH2:47]([O:49][C:50](=[O:54])[CH2:51][CH2:52][NH2:53])[CH3:48], predict the reaction product. (4) Given the reactants [Al+3].[Cl-].[Cl-].[Cl-].[NH:5]1[C:9]2=[N:10][CH:11]=[CH:12][CH:13]=[C:8]2[CH:7]=[CH:6]1.[C:14](Cl)([CH3:16])=[O:15], predict the reaction product. The product is: [NH:5]1[C:9]2=[N:10][CH:11]=[CH:12][CH:13]=[C:8]2[C:7]([C:14](=[O:15])[CH3:16])=[CH:6]1. (5) Given the reactants [Cl:1][C:2]1[C:10]([CH3:11])=[CH:9][CH:8]=[CH:7][C:3]=1[C:4]([OH:6])=[O:5].S(=O)(=O)(O)O.[CH2:17](O)[CH3:18], predict the reaction product. The product is: [Cl:1][C:2]1[C:10]([CH3:11])=[CH:9][CH:8]=[CH:7][C:3]=1[C:4]([O:6][CH2:17][CH3:18])=[O:5].